This data is from Full USPTO retrosynthesis dataset with 1.9M reactions from patents (1976-2016). The task is: Predict the reactants needed to synthesize the given product. (1) Given the product [CH3:2][C:3]([CH3:32])([CH3:31])[CH2:4][C:5]1[N:6]=[C:7]([C:16]([OH:30])([CH3:29])[CH2:17][C:18]2[CH:23]=[CH:22][C:21]([N:24]3[CH:28]=[CH:27][CH:26]=[N:25]3)=[CH:20][CH:19]=2)[NH:8][CH:9]=1, predict the reactants needed to synthesize it. The reactants are: Cl.[CH3:2][C:3]([CH3:32])([CH3:31])[CH2:4][C:5]1[N:6]=[C:7]([C:16]([OH:30])([CH3:29])[CH2:17][C:18]2[CH:23]=[CH:22][C:21]([N:24]3[CH:28]=[CH:27][CH:26]=[N:25]3)=[CH:20][CH:19]=2)[N:8](S(N(C)C)(=O)=O)[CH:9]=1. (2) Given the product [C:1]([O:5][C:6](=[O:7])[NH:8][CH2:9][CH2:10][C:11]1[CH:12]=[CH:13][C:14]([C:15](=[O:17])[NH:35][CH2:28][C:29]2[CH:34]=[CH:33][CH:32]=[CH:31][CH:30]=2)=[CH:18][CH:19]=1)([CH3:2])([CH3:3])[CH3:4], predict the reactants needed to synthesize it. The reactants are: [C:1]([O:5][C:6]([NH:8][CH2:9][CH2:10][C:11]1[CH:19]=[CH:18][C:14]([C:15]([OH:17])=O)=[CH:13][CH:12]=1)=[O:7])([CH3:4])([CH3:3])[CH3:2].C(N(CC)C(C)C)C.[CH2:28]([NH2:35])[C:29]1[CH:34]=[CH:33][CH:32]=[CH:31][CH:30]=1.CN(C(ON1N=NC2C=CC=NC1=2)=[N+](C)C)C.F[P-](F)(F)(F)(F)F. (3) The reactants are: Br[C:2]1[N:3]=[C:4]([NH:11][C:12]2[CH:16]=[C:15]([CH3:17])[NH:14][N:13]=2)[C:5]2[N:6]([CH:8]=[CH:9][N:10]=2)[CH:7]=1.[SH:18][C:19]1[CH:24]=[CH:23][C:22]([NH:25][C:26]([CH:28]2[CH2:30][CH2:29]2)=[O:27])=[CH:21][CH:20]=1.C(=O)([O-])[O-].[K+].[K+]. Given the product [CH3:17][C:15]1[NH:14][N:13]=[C:12]([NH:11][C:4]2[C:5]3[N:6]([CH:8]=[CH:9][N:10]=3)[CH:7]=[C:2]([S:18][C:19]3[CH:20]=[CH:21][C:22]([NH:25][C:26]([CH:28]4[CH2:29][CH2:30]4)=[O:27])=[CH:23][CH:24]=3)[N:3]=2)[CH:16]=1, predict the reactants needed to synthesize it. (4) Given the product [Cl:9][C:5]1[CH:4]=[CH:3][C:2]([N:10]2[CH2:15][CH2:14][O:13][CH2:12][CH2:11]2)=[CH:8][C:6]=1[NH2:7], predict the reactants needed to synthesize it. The reactants are: Br[C:2]1[CH:3]=[CH:4][C:5]([Cl:9])=[C:6]([CH:8]=1)[NH2:7].[NH:10]1[CH2:15][CH2:14][O:13][CH2:12][CH2:11]1.C1(P(C2CCCCC2)C2(C(C)C)CC(C(C)C)=CC(C(C)C)=C2C2C=CC=CC=2)CCCCC1.CC(C1C=C(C(C)C)C(C2C=CC=CC=2P(C2CCCCC2)C2CCCCC2)=C(C(C)C)C=1)C. (5) Given the product [C:1]1([C@H:7]([O:9][C:10](=[O:19])[NH:11][C:12]2[CH:13]=[N:14][CH:15]=[CH:16][C:17]=2[C:24]2[CH:25]=[CH:26][C:21]([OH:20])=[CH:22][CH:23]=2)[CH3:8])[CH:6]=[CH:5][CH:4]=[CH:3][CH:2]=1, predict the reactants needed to synthesize it. The reactants are: [C:1]1([C@H:7]([O:9][C:10](=[O:19])[NH:11][C:12]2[CH:13]=[N:14][CH:15]=[CH:16][C:17]=2Cl)[CH3:8])[CH:6]=[CH:5][CH:4]=[CH:3][CH:2]=1.[OH:20][C:21]1[CH:26]=[CH:25][C:24](B(O)O)=[CH:23][CH:22]=1.